From a dataset of Full USPTO retrosynthesis dataset with 1.9M reactions from patents (1976-2016). Predict the reactants needed to synthesize the given product. (1) Given the product [N:20]1([CH2:11][CH2:10][CH2:9][NH:8][C:17](=[O:19])[C@@H:9]([CH2:10][C:11]2[CH:12]=[CH:13][CH:14]=[CH:15][CH:16]=2)[NH:8][C:6]([O:5][C:1]([CH3:2])([CH3:3])[CH3:4])=[O:7])[CH2:25][CH2:24][O:23][CH2:22][CH2:21]1, predict the reactants needed to synthesize it. The reactants are: [C:1]([O:5][C:6]([NH:8][C@@H:9]([C:17]([OH:19])=O)[CH2:10][C:11]1[CH:16]=[CH:15][CH:14]=[CH:13][CH:12]=1)=[O:7])([CH3:4])([CH3:3])[CH3:2].[NH:20]1[CH2:25][CH2:24][O:23][CH2:22][CH2:21]1. (2) Given the product [F:16][C:8]1[C:7]2[NH:6][CH2:5][CH2:4][C:3](=[O:2])[NH:13][C:12]=2[CH:11]=[CH:10][CH:9]=1, predict the reactants needed to synthesize it. The reactants are: C[O:2][C:3](=O)[CH2:4][CH2:5][NH:6][C:7]1[C:12]([N+:13]([O-])=O)=[CH:11][CH:10]=[CH:9][C:8]=1[F:16]. (3) Given the product [NH2:1][C:2]1[C:11]2[C:6](=[CH:7][CH:8]=[CH:9][CH:10]=2)[C:5]([CH2:12][C@@H:13]([C:22]([OH:24])=[O:23])[NH:14][C:15]([O:17][C:18]([CH3:19])([CH3:20])[CH3:21])=[O:16])=[CH:4][CH:3]=1, predict the reactants needed to synthesize it. The reactants are: [NH2:1][C:2]1[C:11]2[C:6](=[CH:7][CH:8]=[CH:9][CH:10]=2)[C:5]([CH2:12][C@@H:13]([C:22]([O:24]C)=[O:23])[NH:14][C:15]([O:17][C:18]([CH3:21])([CH3:20])[CH3:19])=[O:16])=[CH:4][CH:3]=1.[OH-].[Na+].